From a dataset of Forward reaction prediction with 1.9M reactions from USPTO patents (1976-2016). Predict the product of the given reaction. (1) Given the reactants [CH3:1][O:2][C:3]1[CH:29]=[CH:28][C:6]([CH2:7][N:8]2[C:12]3=[N:13][CH:14]=[CH:15][C:16]([O:17][C:18]4[CH:23]=[CH:22][C:21]([N+:24]([O-])=O)=[CH:20][CH:19]=4)=[C:11]3[C:10]([CH3:27])=[N:9]2)=[CH:5][CH:4]=1.CO.[NH4+].[Cl-].Cl, predict the reaction product. The product is: [CH3:1][O:2][C:3]1[CH:4]=[CH:5][C:6]([CH2:7][N:8]2[C:12]3=[N:13][CH:14]=[CH:15][C:16]([O:17][C:18]4[CH:23]=[CH:22][C:21]([NH2:24])=[CH:20][CH:19]=4)=[C:11]3[C:10]([CH3:27])=[N:9]2)=[CH:28][CH:29]=1. (2) Given the reactants [CH3:1][N:2]([CH2:4][CH2:5][N:6]1[C:20](=[O:21])[C:15]2=[CH:16][C:17]([NH2:19])=[CH:18][C:13]3[C:14]2=[C:9]([CH:10]=[CH:11][CH:12]=3)[C:7]1=[O:8])[CH3:3].[C:22]([O-:30])(=[O:29])[C@H:23]([CH2:25][C:26]([O-:28])=[O:27])[OH:24], predict the reaction product. The product is: [CH3:3][N:2]([CH2:4][CH2:5][N:6]1[C:20](=[O:21])[C:15]2=[CH:16][C:17]([NH2:19])=[CH:18][C:13]3[C:14]2=[C:9]([CH:10]=[CH:11][CH:12]=3)[C:7]1=[O:8])[CH3:1].[CH2:25]([C:26]([OH:28])=[O:27])[C@H:23]([OH:24])[C:22]([OH:30])=[O:29]. (3) Given the reactants [SH:1][C:2]1[CH:7]=[CH:6][C:5]([OH:8])=[CH:4][CH:3]=1.C(=O)([O-])[O-].[K+].[K+].I[CH2:16][CH3:17], predict the reaction product. The product is: [CH2:16]([S:1][C:2]1[CH:7]=[CH:6][C:5]([OH:8])=[CH:4][CH:3]=1)[CH3:17]. (4) The product is: [NH2:1][C@H:2]([C:8]([O-:10])=[O:9])[CH2:3][CH2:4][CH2:5][CH2:6][NH2:7].[CH2:38]([P+:17]([CH2:11][CH2:12][CH2:13][CH2:14][CH2:15][CH3:16])([CH2:32][CH2:33][CH2:34][CH2:35][CH2:36][CH3:37])[CH2:18][CH2:19][CH2:20][CH2:21][CH2:22][CH2:23][CH2:24][CH2:25][CH2:26][CH2:27][CH2:28][CH2:29][CH2:30][CH3:31])[CH2:39][CH2:40][CH2:41][CH2:42][CH3:43]. Given the reactants [NH2:1][C@H:2]([C:8]([O-:10])=[O:9])[CH2:3][CH2:4][CH2:5][CH2:6][NH2:7].[CH2:11]([P+:17]([CH2:38][CH2:39][CH2:40][CH2:41][CH2:42][CH3:43])([CH2:32][CH2:33][CH2:34][CH2:35][CH2:36][CH3:37])[CH2:18][CH2:19][CH2:20][CH2:21][CH2:22][CH2:23][CH2:24][CH2:25][CH2:26][CH2:27][CH2:28][CH2:29][CH2:30][CH3:31])[CH2:12][CH2:13][CH2:14][CH2:15][CH3:16], predict the reaction product. (5) Given the reactants [Cl:1][C:2]1[CH:22]=[CH:21][CH:20]=[C:19]([Cl:23])[C:3]=1[C:4]([NH:6][CH2:7][CH2:8][S:9][CH2:10][C:11]1[CH:16]=[CH:15][CH:14]=[C:13]([C:17]#N)[CH:12]=1)=[O:5].CC(C[AlH]CC(C)C)C.C1(C)C=CC=CC=1.C1C[O:43]CC1, predict the reaction product. The product is: [Cl:1][C:2]1[CH:22]=[CH:21][CH:20]=[C:19]([Cl:23])[C:3]=1[C:4]([NH:6][CH2:7][CH2:8][S:9][CH2:10][C:11]1[CH:16]=[CH:15][CH:14]=[C:13]([CH:17]=[O:43])[CH:12]=1)=[O:5]. (6) The product is: [CH2:39]([C:29]1([CH2:37][CH3:38])[O:28][C:27](=[O:41])[N:26]([CH2:25][CH2:24][C:23]([NH:22][CH2:21][CH:20]([OH:44])[C:11]2[C:12]3[O:17][CH2:16][C:15](=[O:18])[NH:14][C:13]=3[CH:19]=[C:9]([OH:8])[CH:10]=2)([CH3:42])[CH3:43])[C:31]2[CH:32]=[C:33]([F:36])[CH:34]=[CH:35][C:30]1=2)[CH3:40]. Given the reactants C([O:8][C:9]1[CH:10]=[C:11]([CH:20]([OH:44])[CH2:21][NH:22][C:23]([CH3:43])([CH3:42])[CH2:24][CH2:25][N:26]2[C:31]3[CH:32]=[C:33]([F:36])[CH:34]=[CH:35][C:30]=3[C:29]([CH2:39][CH3:40])([CH2:37][CH3:38])[O:28][C:27]2=[O:41])[C:12]2[O:17][CH2:16][C:15](=[O:18])[NH:14][C:13]=2[CH:19]=1)C1C=CC=CC=1.Cl, predict the reaction product. (7) Given the reactants Cl[C:2]1[C:3]([CH2:11][C:12]([O:14][CH2:15][CH3:16])=[O:13])=[N:4][CH:5]=[C:6]([N+:8]([O-:10])=[O:9])[CH:7]=1.[H-].[Na+].[N:19]([CH2:22][C:23]1[CH:28]=[CH:27][C:26]([O:29][CH3:30])=[CH:25][CH:24]=1)=[C:20]=[S:21].O, predict the reaction product. The product is: [CH3:30][O:29][C:26]1[CH:27]=[CH:28][C:23]([CH2:22][NH:19][C:20]2[S:21][C:2]3[C:3](=[N:4][CH:5]=[C:6]([N+:8]([O-:10])=[O:9])[CH:7]=3)[C:11]=2[C:12]([O:14][CH2:15][CH3:16])=[O:13])=[CH:24][CH:25]=1.